Dataset: Full USPTO retrosynthesis dataset with 1.9M reactions from patents (1976-2016). Task: Predict the reactants needed to synthesize the given product. (1) Given the product [Cl:15][C:16]1[CH:17]=[C:18]([CH:19]2[CH:9]([C:10]([O:12][CH3:13])=[O:11])[C:8](=[O:14])[C:3]3[C:2](=[CH:7][CH:6]=[CH:5][CH:4]=3)[O:1]2)[CH:21]=[CH:22][CH:23]=1, predict the reactants needed to synthesize it. The reactants are: [OH:1][C:2]1[CH:7]=[CH:6][CH:5]=[CH:4][C:3]=1[C:8](=[O:14])[CH2:9][C:10]([O:12][CH3:13])=[O:11].[Cl:15][C:16]1[CH:17]=[C:18]([CH:21]=[CH:22][CH:23]=1)[CH:19]=O.N1CCCCC1.C(O)(=O)C. (2) Given the product [CH3:1][O:2][C:3]1[CH:4]=[C:5]2[C:10](=[CH:11][C:12]=1[O:13][CH3:14])[N:9]=[CH:8][CH:7]=[C:6]2[O:49][C:43]1[CH:42]=[CH:41][C:40]2[C:45](=[CH:46][CH:47]=[C:38]([Br:37])[CH:39]=2)[C:44]=1[F:48], predict the reactants needed to synthesize it. The reactants are: [CH3:1][O:2][C:3]1[CH:4]=[C:5]2[C:10](=[CH:11][C:12]=1[O:13][CH3:14])[N:9]=[CH:8][CH:7]=[C:6]2OC1C=C2C(=CC=1)C=C(NC(OCC1C=CC=CC=1)=O)C=C2.[Br:37][C:38]1[CH:39]=[C:40]2[C:45](=[CH:46][CH:47]=1)[C:44]([F:48])=[C:43]([OH:49])[CH:42]=[CH:41]2. (3) Given the product [CH2:10]([O:9][C:7]([CH:1]1[CH2:6][CH2:5][CH:4]=[CH:3][CH2:2]1)=[O:8])[CH3:11], predict the reactants needed to synthesize it. The reactants are: [C@@H:1]1([C:7]([O:9][CH2:10][CH3:11])=[O:8])[CH2:6][CH2:5][CH:4]=[CH:3][CH2:2]1.N12CCCN=C1CCCCC2.C(O)(=O)CC(CC(O)=O)(C(O)=O)O.